This data is from Full USPTO retrosynthesis dataset with 1.9M reactions from patents (1976-2016). The task is: Predict the reactants needed to synthesize the given product. (1) Given the product [CH2:2]1[O:4][C:5]2[CH:10]=[CH:9][C:8]([C:11]3[S:15][C:14]([S:16]([Cl:1])(=[O:18])=[O:17])=[CH:13][CH:12]=3)=[CH:7][C:6]=2[O:34]1, predict the reactants needed to synthesize it. The reactants are: [ClH:1].[CH2:2]([O:4][C:5]1[CH:10]=[CH:9][C:8]([C:11]2[S:15][C:14]([S:16](N[C@H](C3CCNCC3)C(O)=O)(=[O:18])=[O:17])=[CH:13][CH:12]=2)=[CH:7][CH:6]=1)C.C(=[O:34])C(C)C.C(O[BH-](OC(=O)C)OC(=O)C)(=O)C.[Na+]. (2) Given the product [C:1]([C:4]1[CH:5]=[C:6]([CH2:13][C:14]2[CH:34]=[CH:33][C:17]([CH2:18][NH:19][C@H:20]([C:25]([OH:27])=[O:26])[CH2:21][CH:22]([CH3:24])[CH3:23])=[CH:16][CH:15]=2)[S:7][C:8]=1[NH:9][C:10](=[O:12])[NH2:11])(=[O:3])[NH2:2], predict the reactants needed to synthesize it. The reactants are: [C:1]([C:4]1[CH:5]=[C:6]([CH2:13][C:14]2[CH:34]=[CH:33][C:17]([CH2:18][NH:19][C@H:20]([C:25]([O:27]C3CCCC3)=[O:26])[CH2:21][CH:22]([CH3:24])[CH3:23])=[CH:16][CH:15]=2)[S:7][C:8]=1[NH:9][C:10](=[O:12])[NH2:11])(=[O:3])[NH2:2].[OH-].[Li+]. (3) Given the product [CH3:19][O:18][C:15]1[CH:16]=[CH:17][C:12]([CH2:11][N:8]2[C:9]3[S:10][C:2]([CH:25]=[CH2:26])=[CH:3][C:4]=3[C:5]3=[N:23][CH:22]=[N:21][N:6]3[C:7]2=[O:20])=[CH:13][CH:14]=1, predict the reactants needed to synthesize it. The reactants are: Br[C:2]1[S:10][C:9]2[N:8]([CH2:11][C:12]3[CH:17]=[CH:16][C:15]([O:18][CH3:19])=[CH:14][CH:13]=3)[C:7](=[O:20])[N:6]3[N:21]=[CH:22][N:23]=[C:5]3[C:4]=2[CH:3]=1.[B-](F)(F)(F)[CH:25]=[CH2:26].[K+].C(Cl)Cl.C(N(CC)CC)C. (4) Given the product [CH2:20]([Sn:15]([CH2:11][CH2:12][CH2:13][CH3:14])([CH2:16][CH2:17][CH2:18][CH3:19])[C:10]#[C:9][O:8][CH2:6][CH3:7])[CH2:21][CH2:22][CH3:23], predict the reactants needed to synthesize it. The reactants are: C([Li])CCC.[CH2:6]([O:8][C:9]#[CH:10])[CH3:7].[CH2:11]([Sn:15](Cl)([CH2:20][CH2:21][CH2:22][CH3:23])[CH2:16][CH2:17][CH2:18][CH3:19])[CH2:12][CH2:13][CH3:14]. (5) Given the product [NH:32]1[C:33]2[C:38](=[CH:37][CH:36]=[CH:35][CH:34]=2)[C:30]([CH2:29][CH2:28][NH:27][S:16]([C:14]2[CH:15]=[C:10]([S:7]([C:1]3[CH:6]=[CH:5][CH:4]=[CH:3][CH:2]=3)(=[O:9])=[O:8])[CH:11]=[CH:12][C:13]=2[CH3:20])(=[O:18])=[O:17])=[CH:31]1, predict the reactants needed to synthesize it. The reactants are: [C:1]1([S:7]([C:10]2[CH:11]=[CH:12][C:13]([CH3:20])=[C:14]([S:16](Cl)(=[O:18])=[O:17])[CH:15]=2)(=[O:9])=[O:8])[CH:6]=[CH:5][CH:4]=[CH:3][CH:2]=1.N1C=CC=CC=1.[NH2:27][CH2:28][CH2:29][C:30]1[C:38]2[C:33](=[CH:34][CH:35]=[CH:36][CH:37]=2)[NH:32][CH:31]=1. (6) Given the product [CH3:26][N:27]([CH3:38])[C:28]1[CH:36]=[C:35]([CH3:37])[CH:34]=[CH:33][C:29]=1[C:30]([NH:23][C:22]1[CH:21]=[CH:20][C:19]([CH2:18][C:13]2[CH:14]=[CH:15][CH:16]=[CH:17][N:12]=2)=[CH:25][CH:24]=1)=[O:31], predict the reactants needed to synthesize it. The reactants are: CN(C)CCCN=C=NCC.[N:12]1[CH:17]=[CH:16][CH:15]=[CH:14][C:13]=1[CH2:18][C:19]1[CH:25]=[CH:24][C:22]([NH2:23])=[CH:21][CH:20]=1.[CH3:26][N:27]([CH3:38])[C:28]1[CH:36]=[C:35]([CH3:37])[CH:34]=[CH:33][C:29]=1[C:30](O)=[O:31].ON1C2C=CC=CC=2N=N1. (7) The reactants are: [Cl:1][C:2]1[CH:19]=[CH:18][C:17]2[C:16](=O)[C:15]3[C:6](=[CH:7][C:8]4[C:13]([CH:14]=3)=[CH:12][CH:11]=[CH:10][CH:9]=4)[C:5](=O)[C:4]=2[CH:3]=1.C1(O)CCCCC1. Given the product [Cl:1][C:2]1[CH:19]=[CH:18][C:17]2[C:4](=[CH:5][C:6]3[C:15]([CH:16]=2)=[CH:14][C:13]2[C:8](=[CH:9][CH:10]=[CH:11][CH:12]=2)[CH:7]=3)[CH:3]=1, predict the reactants needed to synthesize it.